From a dataset of Peptide-MHC class I binding affinity with 185,985 pairs from IEDB/IMGT. Regression. Given a peptide amino acid sequence and an MHC pseudo amino acid sequence, predict their binding affinity value. This is MHC class I binding data. (1) The peptide sequence is FLAFVVFLLV. The MHC is HLA-A68:02 with pseudo-sequence HLA-A68:02. The binding affinity (normalized) is 0.226. (2) The peptide sequence is PSIFLIITK. The MHC is HLA-A03:01 with pseudo-sequence HLA-A03:01. The binding affinity (normalized) is 0.528.